Dataset: Full USPTO retrosynthesis dataset with 1.9M reactions from patents (1976-2016). Task: Predict the reactants needed to synthesize the given product. (1) The reactants are: [F:1][C:2]1[CH:7]=[CH:6][C:5]([C:8]2[N:9]=[C:10]([C:13]([CH3:17])([CH3:16])[CH2:14][NH2:15])[S:11][CH:12]=2)=[CH:4][CH:3]=1.[F:18][C:19]([F:35])([F:34])[C:20]1[O:24][N:23]=[C:22]([C:25]2[CH:26]=[C:27]([CH:31]=[CH:32][CH:33]=2)[C:28](O)=[O:29])[N:21]=1.Cl.CN(C)CCCN=C=NCC.ON1C2C=CC=CC=2N=N1.C(N(C(C)C)CC)(C)C. Given the product [F:1][C:2]1[CH:3]=[CH:4][C:5]([C:8]2[N:9]=[C:10]([C:13]([CH3:17])([CH3:16])[CH2:14][NH:15][C:28](=[O:29])[C:27]3[CH:31]=[CH:32][CH:33]=[C:25]([C:22]4[N:21]=[C:20]([C:19]([F:35])([F:34])[F:18])[O:24][N:23]=4)[CH:26]=3)[S:11][CH:12]=2)=[CH:6][CH:7]=1, predict the reactants needed to synthesize it. (2) Given the product [OH:3][C:4]1[CH:9]=[C:10]([C:11]([F:12])([F:13])[F:14])[O:16][C:6](=[O:8])[CH:5]=1, predict the reactants needed to synthesize it. The reactants are: CC1(C)O[C:6](=[O:8])[CH:5]=[C:4]([CH2:9][C:10]([OH:16])(O)[C:11]([F:14])([F:13])[F:12])[O:3]1. (3) Given the product [CH2:1]([O:3][C:4](=[O:16])[C:5]#[C:6][CH2:7][CH2:8][OH:9])[CH3:2], predict the reactants needed to synthesize it. The reactants are: [CH2:1]([O:3][C:4](=[O:16])[C:5]#[C:6][CH2:7][CH2:8][O:9]C1CCCCO1)[CH3:2].C1(C)C=CC(S(O)(=O)=O)=CC=1. (4) Given the product [CH2:21]([N:13]1[C:14]2=[N:15][CH:16]=[N:17][C:18]([NH2:20])=[C:19]2[C:11]([C:2]2[CH:3]=[CH:4][C:5]3[C:10](=[CH:9][CH:8]=[CH:7][CH:6]=3)[CH:1]=2)=[N:12]1)[CH2:27][CH:28]([CH3:30])[CH3:29], predict the reactants needed to synthesize it. The reactants are: [CH:1]1[C:10]2[C:5](=[CH:6][CH:7]=[CH:8][CH:9]=2)[CH:4]=[CH:3][C:2]=1[C:11]1[C:19]2[C:14](=[N:15][CH:16]=[N:17][C:18]=2[NH2:20])[NH:13][N:12]=1.[C:21]([O-])([O-])=O.[K+].[K+].[CH2:27](Br)[CH:28]([CH3:30])[CH3:29].O. (5) Given the product [ClH:1].[CH3:24][O:25][C:26]1[CH:27]=[C:28]([NH:32][C:33]([N:10]2[CH2:11][CH2:12][C:7]3[NH:6][C:5]4[N:13]=[CH:14][C:2]([Cl:1])=[CH:3][C:4]=4[C:8]=3[CH2:9]2)=[O:34])[CH:29]=[CH:30][CH:31]=1, predict the reactants needed to synthesize it. The reactants are: [Cl:1][C:2]1[CH:14]=[N:13][C:5]2[NH:6][C:7]3[CH2:12][CH2:11][NH:10][CH2:9][C:8]=3[C:4]=2[CH:3]=1.CCN(C(C)C)C(C)C.[CH3:24][O:25][C:26]1[CH:27]=[C:28]([N:32]=[C:33]=[O:34])[CH:29]=[CH:30][CH:31]=1.Cl.CCOCC. (6) Given the product [CH2:1]([O:8][C:9]1[C:10]([C:22]([O:24][CH2:25][CH3:26])=[O:23])=[C:11]([CH:27]=[CH2:28])[N:12]2[CH:17]([CH3:18])[CH2:16][N:15]([CH3:19])[C:14](=[O:20])[C:13]=12)[C:2]1[CH:7]=[CH:6][CH:5]=[CH:4][CH:3]=1, predict the reactants needed to synthesize it. The reactants are: [CH2:1]([O:8][C:9]1[C:10]([C:22]([O:24][CH2:25][CH3:26])=[O:23])=[C:11](Br)[N:12]2[CH:17]([CH3:18])[CH2:16][N:15]([CH3:19])[C:14](=[O:20])[C:13]=12)[C:2]1[CH:7]=[CH:6][CH:5]=[CH:4][CH:3]=1.[CH2:27]([Sn](CCCC)(CCCC)C=C)[CH2:28]CC.